From a dataset of Reaction yield outcomes from USPTO patents with 853,638 reactions. Predict the reaction yield, written as a fraction of the theoretical maximum amount of product (1.0 means a 100% yield; for example, 0.34 means a 34% yield). (1) The reactants are [Cl:1][C:2]1[CH:3]=[CH:4][C:5]([O:31][CH3:32])=[C:6]([NH:8][C:9](=[O:30])[CH2:10][N:11]2[C:19]3[CH2:18][CH2:17][N:16]([CH2:20][C:21]([O:23]CC)=[O:22])[CH2:15][C:14]=3[C:13]([C:26]([F:29])([F:28])[F:27])=[N:12]2)[CH:7]=1.CO.[H-].[Li+]. The catalyst is C1COCC1.O. The product is [Cl:1][C:2]1[CH:3]=[CH:4][C:5]([O:31][CH3:32])=[C:6]([NH:8][C:9](=[O:30])[CH2:10][N:11]2[C:19]3[CH2:18][CH2:17][N:16]([CH2:20][C:21]([OH:23])=[O:22])[CH2:15][C:14]=3[C:13]([C:26]([F:29])([F:28])[F:27])=[N:12]2)[CH:7]=1. The yield is 0.530. (2) The reactants are [F:1][C:2]1[CH:7]=[CH:6][C:5]([C:8](=O)[CH2:9][C:10]2[CH:15]=[CH:14][CH:13]=[C:12]([O:16][CH3:17])[CH:11]=2)=[CH:4][CH:3]=1.[CH2:19]([O:21][C:22]1[CH:23]=[C:24]([CH:27]=[C:28]([N+:31]([O-:33])=[O:32])[C:29]=1[OH:30])[CH:25]=O)[CH3:20].[NH2:34][C:35]([NH2:37])=[O:36].Cl. The catalyst is CCO.CCOC(C)=O. The product is [CH2:19]([O:21][C:22]1[CH:23]=[C:24]([CH:25]2[C:9]([C:10]3[CH:15]=[CH:14][CH:13]=[C:12]([O:16][CH3:17])[CH:11]=3)=[C:8]([C:5]3[CH:6]=[CH:7][C:2]([F:1])=[CH:3][CH:4]=3)[NH:37][C:35](=[O:36])[NH:34]2)[CH:27]=[C:28]([N+:31]([O-:33])=[O:32])[C:29]=1[OH:30])[CH3:20]. The yield is 0.200.